From a dataset of Reaction yield outcomes from USPTO patents with 853,638 reactions. Predict the reaction yield, written as a fraction of the theoretical maximum amount of product (1.0 means a 100% yield; for example, 0.34 means a 34% yield). (1) The reactants are [N+:1]([C:4]1[CH:5]=[N:6][CH:7]=[CH:8][C:9]=1[C:10]1[CH2:15][CH2:14][CH:13]([OH:16])[CH2:12][CH:11]=1)([O-:3])=[O:2].CCN(C(C)C)C(C)C.[CH3:26][S:27](Cl)(=[O:29])=[O:28]. The product is [CH3:26][S:27]([O:16][CH:13]1[CH2:14][CH2:15][C:10]([C:9]2[CH:8]=[CH:7][N:6]=[CH:5][C:4]=2[N+:1]([O-:3])=[O:2])=[CH:11][CH2:12]1)(=[O:29])=[O:28]. The yield is 0.930. The catalyst is C(Cl)Cl.C(OCC)(=O)C. (2) The reactants are [CH2:1]([O:8][C:9]([C:11]1[CH:20]=[C:19]([O:21][CH2:22][C:23]2[CH:28]=[CH:27][CH:26]=[CH:25][CH:24]=2)[C:18]2[C:13](=[C:14]([O:30][CH2:31][C:32]3[CH:37]=[CH:36][CH:35]=[CH:34][CH:33]=3)[C:15](Br)=[CH:16][CH:17]=2)[N:12]=1)=[O:10])[C:2]1[CH:7]=[CH:6][CH:5]=[CH:4][CH:3]=1.[C:38]1([C:44]#C)[CH:43]=[CH:42][CH:41]=[CH:40][CH:39]=1. No catalyst specified. The product is [CH2:1]([O:8][C:9]([C:11]1[CH:20]=[C:19]([O:21][CH2:22][C:23]2[CH:28]=[CH:27][CH:26]=[CH:25][CH:24]=2)[C:18]2[C:13](=[C:14]([O:30][CH2:31][C:32]3[CH:37]=[CH:36][CH:35]=[CH:34][CH:33]=3)[C:15]([C:3]#[C:2][CH2:1][O:8][CH2:44][C:38]3[CH:39]=[CH:40][CH:41]=[CH:42][CH:43]=3)=[CH:16][CH:17]=2)[N:12]=1)=[O:10])[C:2]1[CH:7]=[CH:6][CH:5]=[CH:4][CH:3]=1. The yield is 0.380. (3) The reactants are C(=O)([O-])[O-].[K+].[K+].[CH2:7]([N:9]=[C:10]=[O:11])[CH3:8].[C:12]([C:14]1[CH:19]=[CH:18][C:17]([O:20][C:21]2[CH:25]=[C:24]([CH3:26])[NH:23][N:22]=2)=[C:16]([C:27]([F:30])([F:29])[F:28])[CH:15]=1)#[N:13].Cl. The catalyst is C(OCC)(=O)C. The product is [CH2:7]([NH:9][C:10]([N:23]1[C:24]([CH3:26])=[CH:25][C:21]([O:20][C:17]2[CH:18]=[CH:19][C:14]([C:12]#[N:13])=[CH:15][C:16]=2[C:27]([F:28])([F:29])[F:30])=[N:22]1)=[O:11])[CH3:8]. The yield is 0.690. (4) The reactants are [CH2:1]([C:3]1[CH:8]=[CH:7][C:6]([C@H:9]2[CH2:14][C@@H:13]([C:15]([F:18])([F:17])[F:16])[N:12]3[N:19]=[CH:20][C:21]([C:22](O)=[O:23])=[C:11]3[NH:10]2)=[CH:5][CH:4]=1)[CH3:2].CN(C(ON1N=NC2C=CC=NC1=2)=[N+](C)C)C.F[P-](F)(F)(F)(F)F.C(N(CC)C(C)C)(C)C.[F:58][C:59]1[CH:64]=[CH:63][CH:62]=[CH:61][C:60]=1[CH2:65][NH2:66]. No catalyst specified. The product is [CH2:1]([C:3]1[CH:8]=[CH:7][C:6]([C@H:9]2[CH2:14][C@@H:13]([C:15]([F:18])([F:17])[F:16])[N:12]3[N:19]=[CH:20][C:21]([C:22]([NH:66][CH2:65][C:60]4[CH:61]=[CH:62][CH:63]=[CH:64][C:59]=4[F:58])=[O:23])=[C:11]3[NH:10]2)=[CH:5][CH:4]=1)[CH3:2]. The yield is 0.380. (5) The reactants are [OH:1][C:2]1[CH:11]=[CH:10][C:5]([C:6]([O:8][CH3:9])=[O:7])=[CH:4][CH:3]=1.C([O-])([O-])=O.[K+].[K+].Cl.Cl[CH2:20][CH2:21][N:22]1[CH2:27][CH2:26][O:25][CH2:24][CH2:23]1. The catalyst is CN(C=O)C. The product is [N:22]1([CH2:21][CH2:20][O:1][C:2]2[CH:3]=[CH:4][C:5]([C:6]([O:8][CH3:9])=[O:7])=[CH:10][CH:11]=2)[CH2:27][CH2:26][O:25][CH2:24][CH2:23]1. The yield is 1.00. (6) The reactants are O1C2C=CC=CC=2N=C1.NC1C=CC=CC=1.C(OC(=O)[NH:23][C@@H:24]1[CH2:28][CH2:27][N:26]([S:29]([C:32]2[C:40]3[O:39]C(C(C)(C)C)=[N:37][C:36]=3[CH:35]=[CH:34][C:33]=2[Cl:45])(=[O:31])=[O:30])[CH2:25]1)(C)(C)C.OS(O)(=O)=O. The catalyst is O1CCOCC1.O. The product is [NH2:37][C:36]1[C:40]([OH:39])=[C:32]([S:29]([N:26]2[CH2:27][CH2:28][C@@H:24]([NH2:23])[CH2:25]2)(=[O:31])=[O:30])[C:33]([Cl:45])=[CH:34][CH:35]=1. The yield is 0.940. (7) The reactants are [NH2:1][C:2]1[CH:7]=[C:6]([O:8][C:9]2[C:14]([F:15])=[CH:13][C:12]([NH:16][C:17]([C:19]3([C:22]([O:24][CH2:25][C:26]4[CH:31]=[CH:30][CH:29]=[CH:28][CH:27]=4)=[O:23])[CH2:21][CH2:20]3)=[O:18])=[C:11]([F:32])[CH:10]=2)[CH:5]=[CH:4][N:3]=1.N1C=CC=CC=1.Cl[C:40]([O:42][C:43]1[CH:48]=[CH:47][CH:46]=[CH:45][CH:44]=1)=[O:41].C(=O)([O-])O.[Na+]. The catalyst is O1CCCC1.CCCCCC. The product is [O:42]([C:40]([NH:1][C:2]1[CH:7]=[C:6]([O:8][C:9]2[C:14]([F:15])=[CH:13][C:12]([NH:16][C:17]([C:19]3([C:22]([O:24][CH2:25][C:26]4[CH:31]=[CH:30][CH:29]=[CH:28][CH:27]=4)=[O:23])[CH2:21][CH2:20]3)=[O:18])=[C:11]([F:32])[CH:10]=2)[CH:5]=[CH:4][N:3]=1)=[O:41])[C:43]1[CH:48]=[CH:47][CH:46]=[CH:45][CH:44]=1. The yield is 0.760. (8) The reactants are [H-].[H-].[H-].[H-].[Li+].[Al+3].[CH3:7][NH:8][C:9]([C:11]1[C:19]2[C:14](=[CH:15][CH:16]=[CH:17][CH:18]=2)[N:13]([CH3:20])[CH:12]=1)=O. The catalyst is C1COCC1. The product is [CH3:20][N:13]1[C:14]2[C:19](=[CH:18][CH:17]=[CH:16][CH:15]=2)[C:11]([CH2:9][NH:8][CH3:7])=[CH:12]1. The yield is 0.670. (9) The reactants are [Li+:1].C[Si]([N-][Si](C)(C)C)(C)C.[C:11]([C:14]1[O:15][CH:16]=[CH:17][CH:18]=1)(=[O:13])[CH3:12].[C:19](OC(C)(C)C)(=[O:27])[C:20]([O:22][C:23]([CH3:26])([CH3:25])[CH3:24])=[O:21]. The catalyst is CCOCC. The product is [C:23]([O:22][C:20](=[O:21])[C:19]([O-:27])=[CH:12][C:11]([C:14]1[O:15][CH:16]=[CH:17][CH:18]=1)=[O:13])([CH3:26])([CH3:25])[CH3:24].[Li+:1]. The yield is 0.830. (10) The yield is 0.970. The product is [OH:8][C:9]1[C:18]([CH:19]([CH3:21])[CH3:20])=[CH:17][C:12]([C:13]([O:15][CH3:16])=[O:14])=[C:11]([O:22][CH3:23])[CH:10]=1. The reactants are C([O:8][C:9]1[C:18]([CH:19]([CH3:21])[CH3:20])=[CH:17][C:12]([C:13]([O:15][CH3:16])=[O:14])=[C:11]([O:22][CH3:23])[CH:10]=1)C1C=CC=CC=1. The catalyst is [Pd].CO.